Dataset: HIV replication inhibition screening data with 41,000+ compounds from the AIDS Antiviral Screen. Task: Binary Classification. Given a drug SMILES string, predict its activity (active/inactive) in a high-throughput screening assay against a specified biological target. The molecule is CCOC(=O)C(C(=O)OCC)=C1SC(=Nc2ccccc2)C(=Nc2ccccc2)N1c1ccccc1. The result is 0 (inactive).